Task: Predict the reaction yield, written as a fraction of the theoretical maximum amount of product (1.0 means a 100% yield; for example, 0.34 means a 34% yield).. Dataset: Reaction yield outcomes from USPTO patents with 853,638 reactions The reactants are B(Br)(Br)Br.C[O:6][C:7]1[CH:8]=[C:9]([CH:18]=[CH:19][CH:20]=1)[CH2:10][NH:11][CH:12]1[CH2:17][CH2:16][CH2:15][CH2:14][CH2:13]1. The catalyst is C(Cl)Cl. The product is [OH:6][C:7]1[CH:8]=[C:9]([CH:18]=[CH:19][CH:20]=1)[CH2:10][NH:11][CH:12]1[CH2:17][CH2:16][CH2:15][CH2:14][CH2:13]1. The yield is 0.500.